This data is from hERG potassium channel inhibition data for cardiac toxicity prediction from Karim et al.. The task is: Regression/Classification. Given a drug SMILES string, predict its toxicity properties. Task type varies by dataset: regression for continuous values (e.g., LD50, hERG inhibition percentage) or binary classification for toxic/non-toxic outcomes (e.g., AMES mutagenicity, cardiotoxicity, hepatotoxicity). Dataset: herg_karim. (1) The compound is N#Cc1c(-c2ccccc2)cc(-c2ccccc2)nc1/N=c1\sc(C(=O)Nc2ccccc2)nn1-c1ccccc1. The result is 1 (blocker). (2) The compound is C[C@@H](c1ccc(-c2cccc(C(=O)O)c2)cc1)[C@H](N)C(=O)N1CC[C@H](F)C1. The result is 0 (non-blocker). (3) The molecule is CCN(CC)CCOc1ccc(Nc2ncc3cc(-c4c(Cl)cccc4Cl)c(=O)n(C)c3n2)cc1. The result is 1 (blocker). (4) The molecule is N#Cc1cc(F)ccc1/C=C/c1ccc(S(=O)(=O)c2ccccc2F)cn1. The result is 1 (blocker). (5) The molecule is CC(C)[C@@H]1c2nc(-c3ccc(F)cc3)c(Nc3ccc(F)c(Cl)c3)n2CCN1C(=O)CN. The result is 0 (non-blocker).